The task is: Predict the reaction yield, written as a fraction of the theoretical maximum amount of product (1.0 means a 100% yield; for example, 0.34 means a 34% yield).. This data is from Reaction yield outcomes from USPTO patents with 853,638 reactions. (1) The reactants are C([O:8][C:9]([NH:11][CH2:12][CH2:13][CH2:14][C@@H:15]([NH:21][C:22]([NH:24][CH2:25][C:26]1[CH:31]=[CH:30][C:29]([NH:32][C:33]([O:35][C:36]([CH3:39])([CH3:38])[CH3:37])=[O:34])=[CH:28][CH:27]=1)=[O:23])[C:16]([O:18][CH2:19][CH3:20])=[O:17])=O)C1C=CC=CC=1.[C:40](OC(=O)C)(=O)C. The catalyst is CO.[Pd]. The product is [C:9]([NH:11][CH2:12][CH2:13][CH2:14][C@@H:15]([NH:21][C:22]([NH:24][CH2:25][C:26]1[CH:27]=[CH:28][C:29]([NH:32][C:33]([O:35][C:36]([CH3:37])([CH3:39])[CH3:38])=[O:34])=[CH:30][CH:31]=1)=[O:23])[C:16]([O:18][CH2:19][CH3:20])=[O:17])(=[O:8])[CH3:40]. The yield is 0.780. (2) The reactants are C1(=O)C2C(=CC=CC=2)C[NH:2]1.Br[CH2:12][C:13]1[CH:20]=[C:19]([Cl:21])[CH:18]=[CH:17][C:14]=1[C:15]#[N:16].C([O-])([O-])=O.[Cs+].[Cs+].C1[O:45][CH2:44][CH2:43]OCCOCCOCCOCCOC1.[CH3:46][CH2:47][CH2:48][CH2:49][CH2:50][CH3:51]. The catalyst is CC(C)=O.C(OCC)(=O)C. The product is [Cl:21][C:19]1[CH:18]=[CH:17][C:14]([CH2:15][N:16]2[CH2:51][C:50]3[C:43](=[CH:46][CH:47]=[CH:48][CH:49]=3)[C:44]2=[O:45])=[C:13]([CH:20]=1)[C:12]#[N:2]. The yield is 0.410. (3) The reactants are COC1C=CC(C[N:8]2[C:12]3=[N:13][CH:14]=[CH:15][C:16]([O:17][C:18]4[CH:23]=[CH:22][C:21]([NH:24][C:25]([CH:27]5[CH2:31][CH2:30][N:29]([CH3:32])[C:28]5=[O:33])=[O:26])=[CH:20][C:19]=4[F:34])=[C:11]3[C:10]([CH3:35])=[N:9]2)=CC=1.FC(F)(F)C(O)=O. No catalyst specified. The product is [F:34][C:19]1[CH:20]=[C:21]([NH:24][C:25]([CH:27]2[CH2:31][CH2:30][N:29]([CH3:32])[C:28]2=[O:33])=[O:26])[CH:22]=[CH:23][C:18]=1[O:17][C:16]1[CH:15]=[CH:14][N:13]=[C:12]2[NH:8][N:9]=[C:10]([CH3:35])[C:11]=12. The yield is 0.905. (4) The reactants are F[C:2]1[CH:7]=[CH:6][C:5]([C:8]([F:11])([F:10])[F:9])=[CH:4][C:3]=1[N+:12]([O-:14])=[O:13].[NH:15]1[CH:19]=[CH:18][CH:17]=[N:16]1.CCN(C(C)C)C(C)C. The catalyst is CCO. The product is [N+:12]([C:3]1[CH:4]=[C:5]([C:8]([F:11])([F:10])[F:9])[CH:6]=[CH:7][C:2]=1[N:15]1[CH:19]=[CH:18][CH:17]=[N:16]1)([O-:14])=[O:13]. The yield is 0.810. (5) The reactants are [Br:1][C:2]1[C:3](F)=[C:4]2[C:10]([NH:11][C:12](=[O:21])[CH:13]([C:15]3[CH:20]=[CH:19][CH:18]=[CH:17][CH:16]=3)[CH3:14])=[CH:9][NH:8][C:5]2=[N:6][CH:7]=1.[NH:23]1[CH2:28][CH2:27][CH2:26][C@@H:25]([NH:29][C:30](=[O:36])[O:31][C:32]([CH3:35])([CH3:34])[CH3:33])[CH2:24]1. The catalyst is C(O)(CC)C. The product is [Br:1][C:2]1[C:3]([N:23]2[CH2:28][CH2:27][CH2:26][C@@H:25]([NH:29][C:30](=[O:36])[O:31][C:32]([CH3:34])([CH3:33])[CH3:35])[CH2:24]2)=[C:4]2[C:10]([NH:11][C:12](=[O:21])[CH:13]([C:15]3[CH:20]=[CH:19][CH:18]=[CH:17][CH:16]=3)[CH3:14])=[CH:9][NH:8][C:5]2=[N:6][CH:7]=1. The yield is 0.558. (6) The reactants are [CH3:1][C:2]1([C:11]([OH:13])=[O:12])[CH2:7][C:6]([CH3:9])([CH3:8])[CH2:5][C:4](=[O:10])[CH2:3]1.[CH3:14][C:15]([CH3:21])([CH2:19]C)[CH2:16][CH2:17]O.C(N=C=NC(C)C)(C)C. The catalyst is CN(C1C=CN=CC=1)C.C(Cl)Cl. The product is [CH3:14][C:15]([CH3:21])([CH3:19])[CH2:16][CH2:17][O:12][C:11]([C:2]1([CH3:1])[CH2:7][C:6]([CH3:8])([CH3:9])[CH2:5][C:4](=[O:10])[CH2:3]1)=[O:13]. The yield is 0.550.